From a dataset of Full USPTO retrosynthesis dataset with 1.9M reactions from patents (1976-2016). Predict the reactants needed to synthesize the given product. (1) Given the product [C:18]([O:22][C:23](=[O:31])[C:24]1[CH:29]=[CH:28][C:27]([N:14]2[CH2:13][CH2:12][N:11]([C:8]3[CH:7]=[CH:6][C:5]([C:4]([O:3][CH2:1][CH3:2])=[O:17])=[CH:10][CH:9]=3)[CH2:16][CH2:15]2)=[CH:26][CH:25]=1)([CH3:21])([CH3:20])[CH3:19], predict the reactants needed to synthesize it. The reactants are: [CH2:1]([O:3][C:4](=[O:17])[C:5]1[CH:10]=[CH:9][C:8]([N:11]2[CH2:16][CH2:15][NH:14][CH2:13][CH2:12]2)=[CH:7][CH:6]=1)[CH3:2].[C:18]([O:22][C:23](=[O:31])[C:24]1[CH:29]=[CH:28][C:27](Br)=[CH:26][CH:25]=1)([CH3:21])([CH3:20])[CH3:19].C(=O)([O-])[O-].[Cs+].[Cs+].C1(P(C2CCCCC2)C2C=CC=CC=2C2C(C(C)C)=CC(C(C)C)=CC=2C(C)C)CCCCC1. (2) The reactants are: [CH:1]1([CH2:4][O:5][C:6]2[CH:11]=[C:10]([O:12][CH3:13])[CH:9]=[CH:8][C:7]=2[C:14]2[C:15]3[N:22]([CH2:23][O:24][CH2:25][CH2:26][Si:27]([CH3:30])([CH3:29])[CH3:28])[C:21]([CH3:31])=[C:20]([C:32](O)=[O:33])[C:16]=3[N:17]=[CH:18][N:19]=2)[CH2:3][CH2:2]1.[NH2:35][C@H:36]1[C@H:40]([OH:41])[CH2:39][N:38]([C:42]([O:44][C:45]([CH3:48])([CH3:47])[CH3:46])=[O:43])[CH2:37]1. Given the product [CH:1]1([CH2:4][O:5][C:6]2[CH:11]=[C:10]([O:12][CH3:13])[CH:9]=[CH:8][C:7]=2[C:14]2[C:15]3[N:22]([CH2:23][O:24][CH2:25][CH2:26][Si:27]([CH3:29])([CH3:28])[CH3:30])[C:21]([CH3:31])=[C:20]([C:32]([NH:35][C@H:36]4[C@H:40]([OH:41])[CH2:39][N:38]([C:42]([O:44][C:45]([CH3:48])([CH3:47])[CH3:46])=[O:43])[CH2:37]4)=[O:33])[C:16]=3[N:17]=[CH:18][N:19]=2)[CH2:3][CH2:2]1, predict the reactants needed to synthesize it.